This data is from Forward reaction prediction with 1.9M reactions from USPTO patents (1976-2016). The task is: Predict the product of the given reaction. (1) The product is: [CH3:12][S:13]([O:9][CH2:8][C:6]1[CH:7]=[C:2]([I:1])[CH:3]=[CH:4][C:5]=1[O:10][CH3:11])(=[O:15])=[O:14]. Given the reactants [I:1][C:2]1[CH:3]=[CH:4][C:5]([O:10][CH3:11])=[C:6]([CH2:8][OH:9])[CH:7]=1.[CH3:12][S:13](Cl)(=[O:15])=[O:14], predict the reaction product. (2) Given the reactants C1(C2C=CC(C=O)=CC=2)C=CC(C=O)=CC=1.[CH3:17][C:18]1[NH:19][CH:20]=[C:21](C)[C:22]=1CC.FC(F)(F)C(O)=O.[NH:33]1[CH:37]=[CH:36][CH:35]=[CH:34]1, predict the reaction product. The product is: [CH:35]1[CH:36]=[C:37]([CH2:17][C:18]2[NH:19][CH:20]=[CH:21][CH:22]=2)[NH:33][CH:34]=1. (3) The product is: [CH3:34][N:33]([CH3:35])[CH2:32][CH2:31][O:30][C:26]1[CH:25]=[C:24]([NH:23][C:19]2[N:18]=[C:17]([C:16]3[C:8]([C:4]4[CH:3]=[C:2]([NH:1][C:42](=[O:43])[CH2:41][C:38]5[CH:39]=[CH:40][S:36][CH:37]=5)[CH:7]=[CH:6][CH:5]=4)=[N:9][N:10]4[CH:15]=[CH:14][CH:13]=[CH:12][C:11]=34)[CH:22]=[CH:21][N:20]=2)[CH:29]=[CH:28][CH:27]=1. Given the reactants [NH2:1][C:2]1[CH:3]=[C:4]([C:8]2[C:16]([C:17]3[CH:22]=[CH:21][N:20]=[C:19]([NH:23][C:24]4[CH:29]=[CH:28][CH:27]=[C:26]([O:30][CH2:31][CH2:32][N:33]([CH3:35])[CH3:34])[CH:25]=4)[N:18]=3)=[C:11]3[CH:12]=[CH:13][CH:14]=[CH:15][N:10]3[N:9]=2)[CH:5]=[CH:6][CH:7]=1.[S:36]1[CH:40]=[CH:39][C:38]([CH2:41][C:42](O)=[O:43])=[CH:37]1.F[P-](F)(F)(F)(F)F.N1(OC(N(C)C)=[N+](C)C)C2N=CC=CC=2N=N1, predict the reaction product. (4) Given the reactants [CH3:1][C:2]1[C:7]([N+:8]([O-:10])=[O:9])=[CH:6][CH:5]=[CH:4][C:3]=1CC#N.[OH-:14].[K+].[CH2:16]([OH:18])[CH3:17], predict the reaction product. The product is: [CH3:1][C:2]1[C:7]([N+:8]([O-:10])=[O:9])=[CH:6][CH:5]=[CH:4][C:3]=1[CH2:17][C:16]([OH:14])=[O:18]. (5) Given the reactants [NH2:1][C:2]1[N:10]=[C:9]2[C:5]([N:6]([CH3:15])[C:7](=[O:14])[N:8]2[CH2:11][CH2:12][OH:13])=[C:4](Cl)[N:3]=1.O.[NH2:18][NH2:19], predict the reaction product. The product is: [NH2:1][C:2]1[N:10]=[C:9]2[C:5]([N:6]([CH3:15])[C:7](=[O:14])[N:8]2[CH2:11][CH2:12][OH:13])=[C:4]([NH:18][NH2:19])[N:3]=1. (6) Given the reactants [O:1]=[S:2]1(=[O:30])[CH2:7][CH2:6][N:5]([C:8]([C:10]2[NH:11][C:12]3[C:17]([CH:18]=2)=[CH:16][C:15]([C:19]([N:21]2[CH2:26][CH2:25][N:24]([CH:27]([CH3:29])[CH3:28])[CH2:23][CH2:22]2)=[O:20])=[CH:14][CH:13]=3)=[O:9])[CH2:4][CH2:3]1.[F:31][C:32]([F:43])([F:42])[C:33]1[CH:38]=[CH:37][C:36](B(O)O)=[CH:35][CH:34]=1.N1C=CC=CC=1, predict the reaction product. The product is: [O:30]=[S:2]1(=[O:1])[CH2:7][CH2:6][N:5]([C:8]([C:10]2[N:11]([C:36]3[CH:37]=[CH:38][C:33]([C:32]([F:43])([F:42])[F:31])=[CH:34][CH:35]=3)[C:12]3[C:17]([CH:18]=2)=[CH:16][C:15]([C:19]([N:21]2[CH2:22][CH2:23][N:24]([CH:27]([CH3:28])[CH3:29])[CH2:25][CH2:26]2)=[O:20])=[CH:14][CH:13]=3)=[O:9])[CH2:4][CH2:3]1. (7) Given the reactants [F:1][C:2]1[CH:10]=[CH:9][CH:8]=[C:7]2[C:3]=1[CH:4]=[CH:5][NH:6]2.[H-].[Na+].[CH3:13][O:14][C:15]1[CH:20]=[CH:19][C:18]([S:21](Cl)(=[O:23])=[O:22])=[CH:17][C:16]=1[N:25]1[CH2:30][CH2:29][N:28]([C:31](=[O:36])[C:32]([Cl:35])([Cl:34])[Cl:33])[CH2:27][CH2:26]1, predict the reaction product. The product is: [Cl:35][C:32]([Cl:33])([Cl:34])[C:31]([N:28]1[CH2:29][CH2:30][N:25]([C:16]2[CH:17]=[C:18]([S:21]([N:6]3[C:7]4[C:3](=[C:2]([F:1])[CH:10]=[CH:9][CH:8]=4)[CH:4]=[CH:5]3)(=[O:22])=[O:23])[CH:19]=[CH:20][C:15]=2[O:14][CH3:13])[CH2:26][CH2:27]1)=[O:36]. (8) Given the reactants [F:1][C:2]1[CH:7]=[CH:6][C:5]([CH:8]([N:33]2[CH2:38][CH2:37][N:36]([CH:39]([CH3:41])[CH3:40])[CH2:35][CH2:34]2)[CH2:9][N:10]2[CH2:15][CH2:14][N:13]([CH2:16][CH2:17][CH2:18][C:19]3[CH:24]=[CH:23][CH:22]=[CH:21][C:20]=3[C:25]3[CH:30]=[CH:29][C:28]([C:31]#[N:32])=[CH:27][CH:26]=3)[CH2:12][CH2:11]2)=[CH:4][CH:3]=1.[ClH:42].O1CCOCC1, predict the reaction product. The product is: [ClH:42].[ClH:42].[ClH:42].[ClH:42].[F:1][C:2]1[CH:7]=[CH:6][C:5]([CH:8]([N:33]2[CH2:38][CH2:37][N:36]([CH:39]([CH3:41])[CH3:40])[CH2:35][CH2:34]2)[CH2:9][N:10]2[CH2:15][CH2:14][N:13]([CH2:16][CH2:17][CH2:18][C:19]3[CH:24]=[CH:23][CH:22]=[CH:21][C:20]=3[C:25]3[CH:30]=[CH:29][C:28]([C:31]#[N:32])=[CH:27][CH:26]=3)[CH2:12][CH2:11]2)=[CH:4][CH:3]=1.